The task is: Predict the product of the given reaction.. This data is from Forward reaction prediction with 1.9M reactions from USPTO patents (1976-2016). (1) Given the reactants [CH2:1]([N:8]([CH2:18][C:19]1(O)[CH2:24][CH2:23][N:22]([C:25]([O:27][C:28]([CH3:31])([CH3:30])[CH3:29])=[O:26])[CH2:21][CH2:20]1)[CH2:9][C:10](=[O:17])[C:11]1[CH:16]=[CH:15][CH:14]=[CH:13][N:12]=1)[C:2]1[CH:7]=[CH:6][CH:5]=[CH:4][CH:3]=1.CC1C=CC(S(O)(=O)=O)=CC=1, predict the reaction product. The product is: [CH2:1]([N:8]1[CH:9]=[C:10]([C:11]2[CH:16]=[CH:15][CH:14]=[CH:13][N:12]=2)[O:17][C:19]2([CH2:20][CH2:21][N:22]([C:25]([O:27][C:28]([CH3:30])([CH3:29])[CH3:31])=[O:26])[CH2:23][CH2:24]2)[CH2:18]1)[C:2]1[CH:7]=[CH:6][CH:5]=[CH:4][CH:3]=1. (2) Given the reactants [NH2:1][C:2]1[CH:3]=[CH:4][C:5]2[C:11](=[O:12])[C:10]3[CH:13]=[CH:14][C:15]([N+:17]([O-:19])=[O:18])=[CH:16][C:9]=3[CH2:8][O:7][C:6]=2[CH:20]=1.Cl[C:22]1[CH:27]=[CH:26][C:25]([C:28]([F:31])([F:30])[F:29])=[CH:24][C:23]=1[N+:32]([O-:34])=[O:33].C1(P(C2CCCCC2)C2C=CC=CC=2C2C(C(C)C)=CC(C(C)C)=CC=2C(C)C)CCCCC1.CC([O-])(C)C.[K+], predict the reaction product. The product is: [N+:17]([C:15]1[CH:14]=[CH:13][C:10]2[C:11](=[O:12])[C:5]3[CH:4]=[CH:3][C:2]([NH:1][C:22]4[CH:27]=[CH:26][C:25]([C:28]([F:31])([F:29])[F:30])=[CH:24][C:23]=4[N+:32]([O-:34])=[O:33])=[CH:20][C:6]=3[O:7][CH2:8][C:9]=2[CH:16]=1)([O-:19])=[O:18]. (3) Given the reactants [CH:1]([O:4][C:5]1[N:10]=[CH:9][C:8]([C@@H:11]([NH:13][C:14]([C@H:16]2[CH2:18][C@@H:17]2[C:19]2[CH:24]=[CH:23][CH:22]=[CH:21][CH:20]=2)=[O:15])[CH3:12])=[CH:7][CH:6]=1)(C)C.COC1N=CC([C@@H](N)C)=CC=1, predict the reaction product. The product is: [CH3:1][O:4][C:5]1[N:10]=[CH:9][C:8]([C@@H:11]([NH:13][C:14]([C@H:16]2[CH2:18][C@@H:17]2[C:19]2[CH:24]=[CH:23][CH:22]=[CH:21][CH:20]=2)=[O:15])[CH3:12])=[CH:7][CH:6]=1. (4) Given the reactants [Cl:1][C:2]1[C:10]([NH:11][S:12]([C:15]2[S:16][CH:17]=[CH:18][CH:19]=2)(=[O:14])=[O:13])=[C:9]2[C:5]([CH:6]=[C:7]([C:20]([O:22]CC)=[O:21])[NH:8]2)=[CH:4][CH:3]=1.[OH-].[Na+].O1CCCC1, predict the reaction product. The product is: [Cl:1][C:2]1[C:10]([NH:11][S:12]([C:15]2[S:16][CH:17]=[CH:18][CH:19]=2)(=[O:14])=[O:13])=[C:9]2[C:5]([CH:6]=[C:7]([C:20]([OH:22])=[O:21])[NH:8]2)=[CH:4][CH:3]=1. (5) The product is: [C:1]([O:5][C:6](=[O:29])[NH:7][C:8]1[N:11]=[C:12]([C:14]2[N:23]=[C:22]3[N:16]([CH2:17][CH2:18][O:19][C:20]4[CH:27]=[C:26]([Br:28])[CH:25]=[CH:24][C:21]=43)[CH:15]=2)[N:43]([CH:40]([CH3:42])[CH3:41])[N:44]=1)([CH3:4])([CH3:3])[CH3:2]. Given the reactants [C:1]([O:5][C:6](=[O:29])[NH:7]/[C:8](=[N:11]\[C:12]([C:14]1[N:23]=[C:22]2[N:16]([CH2:17][CH2:18][O:19][C:20]3[CH:27]=[C:26]([Br:28])[CH:25]=[CH:24][C:21]=32)[CH:15]=1)=O)/SC)([CH3:4])([CH3:3])[CH3:2].C(N(CC)C(C)C)(C)C.Cl.[CH:40]([NH:43][NH2:44])([CH3:42])[CH3:41].O, predict the reaction product. (6) Given the reactants [OH:1][C:2]1[CH:11]=[C:10]2[C:5]([C:6]([O:12][C:13]3[C:14]([CH3:23])=[N:15][C:16]4[C:21]([CH:22]=3)=[CH:20][CH:19]=[CH:18][N:17]=4)=[CH:7][CH:8]=[N:9]2)=[CH:4][C:3]=1[O:24][CH3:25].C(=O)([O-])[O-].[K+].[K+].Br[CH2:33][CH2:34]Cl.[NH:36]1[CH2:41][CH2:40][O:39][CH2:38][CH2:37]1, predict the reaction product. The product is: [CH3:25][O:24][C:3]1[CH:4]=[C:5]2[C:10](=[CH:11][C:2]=1[O:1][CH2:40][CH2:41][N:36]1[CH2:34][CH2:33][O:39][CH2:38][CH2:37]1)[N:9]=[CH:8][CH:7]=[C:6]2[O:12][C:13]1[C:14]([CH3:23])=[N:15][C:16]2[C:21]([CH:22]=1)=[CH:20][CH:19]=[CH:18][N:17]=2. (7) Given the reactants [CH3:1][O:2][C:3]1[N:8]=[C:7]2[N:9]([CH2:14][CH2:15][CH:16]=O)[C:10](=[O:13])[CH:11]=[CH:12][C:6]2=[N:5][CH:4]=1.[NH2:18][CH2:19][C@@H:20]1[CH2:24][N:23]([C:25]2[CH:26]=[CH:27][C:28]3[O:29][CH2:30][C:31](=[O:35])[NH:32][C:33]=3[N:34]=2)[C:22](=[O:36])[CH2:21]1.C(O)(=O)C.C(O[BH-](OC(=O)C)OC(=O)C)(=O)C.[Na+].C(=O)([O-])O.[Na+], predict the reaction product. The product is: [CH3:1][O:2][C:3]1[N:8]=[C:7]2[N:9]([CH2:14][CH2:15][CH2:16][NH:18][CH2:19][C@@H:20]3[CH2:24][N:23]([C:25]4[CH:26]=[CH:27][C:28]5[O:29][CH2:30][C:31](=[O:35])[NH:32][C:33]=5[N:34]=4)[C:22](=[O:36])[CH2:21]3)[C:10](=[O:13])[CH:11]=[CH:12][C:6]2=[N:5][CH:4]=1. (8) Given the reactants Cl[C:2]1[N:7]=[CH:6][N:5]=[C:4]([NH:8][C:9]2[CH:14]=[CH:13][C:12]([P:15]([CH3:18])([CH3:17])=[O:16])=[CH:11][CH:10]=2)[CH:3]=1.[C:19]12([CH2:29][NH2:30])[CH2:28][CH:23]3[CH2:24][CH:25]([CH2:27][CH:21]([CH2:22]3)[CH2:20]1)[CH2:26]2, predict the reaction product. The product is: [CH3:17][P:15]([C:12]1[CH:13]=[CH:14][C:9]([NH:8][C:4]2[CH:3]=[C:2]([NH:30][CH2:29][C:19]34[CH2:28][CH:23]5[CH2:22][CH:21]([CH2:27][CH:25]([CH2:24]5)[CH2:26]3)[CH2:20]4)[N:7]=[CH:6][N:5]=2)=[CH:10][CH:11]=1)([CH3:18])=[O:16].